This data is from Forward reaction prediction with 1.9M reactions from USPTO patents (1976-2016). The task is: Predict the product of the given reaction. Given the reactants C1(P(C2C=CC=CC=2)C2C=CC3C(=CC=CC=3)C=2C2C3C(=CC=CC=3)C=CC=2P(C2C=CC=CC=2)C2C=CC=CC=2)C=CC=CC=1.[N:47]12[CH2:55][CH2:54][CH:51]([CH2:52][CH2:53]1)[NH:50][CH2:49][CH2:48]2.Br[C:57]1[CH:58]=[CH:59][C:60]2[C:64]3[CH:65]=[CH:66][C:67](Br)=[CH:68][C:63]=3[S:62](=[O:71])(=[O:70])[C:61]=2[CH:72]=1.C([O-])([O-])=O.[Cs+].[Cs+], predict the reaction product. The product is: [O:70]=[S:62]1(=[O:71])[C:63]2[CH:68]=[CH:67][CH:66]=[CH:65][C:64]=2[C:60]2[CH:59]=[CH:58][C:57]([N:50]3[CH:51]4[CH2:54][CH2:55][N:47]([CH2:53][CH2:52]4)[CH2:48][CH2:49]3)=[CH:72][C:61]1=2.